From a dataset of Full USPTO retrosynthesis dataset with 1.9M reactions from patents (1976-2016). Predict the reactants needed to synthesize the given product. (1) Given the product [Cl:2][C:3]1[CH:4]=[CH:5][C:6]2[CH2:12][CH2:11][C:10]3[CH:13]=[CH:14][CH:15]=[CH:16][C:9]=3[N:8]([CH2:17][CH2:18][CH2:19][NH:20][S:38]([C:34]3[CH:35]=[CH:36][CH:37]=[C:32]([O:31][C:30]([F:29])([F:42])[F:43])[CH:33]=3)(=[O:40])=[O:39])[C:7]=2[CH:21]=1, predict the reactants needed to synthesize it. The reactants are: Cl.[Cl:2][C:3]1[CH:4]=[CH:5][C:6]2[CH2:12][CH2:11][C:10]3[CH:13]=[CH:14][CH:15]=[CH:16][C:9]=3[N:8]([CH2:17][CH2:18][CH2:19][NH2:20])[C:7]=2[CH:21]=1.CCN(CC)CC.[F:29][C:30]([F:43])([F:42])[O:31][C:32]1[CH:33]=[C:34]([S:38](Cl)(=[O:40])=[O:39])[CH:35]=[CH:36][CH:37]=1. (2) Given the product [CH2:34]([O:33][C:31]([N:20]1[CH2:19][CH2:18][N:17]([C:14]2[C:15]3[N:16]=[C:8]([C:5]4[CH:6]=[CH:7][C:2]([F:1])=[CH:3][CH:4]=4)[S:9][C:10]=3[N:11]=[C:12]([NH2:23])[N:13]=2)[CH2:22][CH2:21]1)=[O:32])[C:35]1[CH:40]=[CH:39][CH:38]=[CH:37][CH:36]=1, predict the reactants needed to synthesize it. The reactants are: [F:1][C:2]1[CH:7]=[CH:6][C:5]([C:8]2[S:9][C:10]3[N:11]=[C:12]([NH2:23])[N:13]=[C:14]([N:17]4[CH2:22][CH2:21][NH:20][CH2:19][CH2:18]4)[C:15]=3[N:16]=2)=[CH:4][CH:3]=1.N1C=CC=CC=1.Cl[C:31]([O:33][CH2:34][C:35]1[CH:40]=[CH:39][CH:38]=[CH:37][CH:36]=1)=[O:32]. (3) Given the product [NH2:22][C@@H:7]1[CH2:6][CH:5]=[CH:4][CH2:3][C@@H:2]([CH3:1])[C:13](=[O:14])[O:12][CH2:11][C@@H:10]([C:15]2[CH:20]=[CH:19][CH:18]=[CH:17][CH:16]=2)[NH:9][C:8]1=[O:21], predict the reactants needed to synthesize it. The reactants are: [CH3:1][C@H:2]1[C:13](=[O:14])[O:12][CH2:11][C@@H:10]([C:15]2[CH:20]=[CH:19][CH:18]=[CH:17][CH:16]=2)[NH:9][C:8](=[O:21])[C@H:7]([NH:22]C(=O)OCC2C3C=CC=CC=3C3C2=CC=CC=3)[CH2:6][CH:5]=[CH:4][CH2:3]1.N1CCCCC1. (4) Given the product [C:1]1([N:7]2[CH:11]=[C:10]([C:12]([NH:14][CH2:15][CH2:16][NH:17][C:18]([C@H:20]3[CH2:21][CH2:22][C@H:23]([C:26]([OH:28])=[O:27])[CH2:24][CH2:25]3)=[O:19])=[O:13])[C:9]([C:30]([F:33])([F:32])[F:31])=[N:8]2)[CH:2]=[CH:3][CH:4]=[CH:5][CH:6]=1, predict the reactants needed to synthesize it. The reactants are: [C:1]1([N:7]2[CH:11]=[C:10]([C:12]([NH:14][CH2:15][CH2:16][NH:17][C:18]([C@H:20]3[CH2:25][CH2:24][C@H:23]([C:26]([O:28]C)=[O:27])[CH2:22][CH2:21]3)=[O:19])=[O:13])[C:9]([C:30]([F:33])([F:32])[F:31])=[N:8]2)[CH:6]=[CH:5][CH:4]=[CH:3][CH:2]=1.O.[OH-].[Li+]. (5) Given the product [CH2:2]([O:9][C:10]([NH:12][CH:13]1[CH2:18][CH2:17][NH:16][CH2:15][C:14]1([CH3:27])[CH3:26])=[O:11])[C:3]1[CH:4]=[CH:5][CH:6]=[CH:7][CH:8]=1, predict the reactants needed to synthesize it. The reactants are: Cl.[CH2:2]([O:9][C:10]([NH:12][CH:13]1[CH2:18][CH2:17][N:16](C(OC(C)(C)C)=O)[CH2:15][C:14]1([CH3:27])[CH3:26])=[O:11])[C:3]1[CH:8]=[CH:7][CH:6]=[CH:5][CH:4]=1.